From a dataset of Forward reaction prediction with 1.9M reactions from USPTO patents (1976-2016). Predict the product of the given reaction. (1) Given the reactants [N:1]1[CH:6]=[CH:5][C:4]([C:7]2[CH:8]=[C:9]([CH:13]=[CH:14][CH:15]=2)[C:10]([OH:12])=O)=[CH:3][CH:2]=1.CCN=C=NCCCN(C)C.C1C=CC2N(O)N=NC=2C=1.CCN(CC)CC.[NH2:44][CH2:45][CH:46]([OH:58])[CH2:47][N:48]1[CH2:57][CH2:56][C:55]2[C:50](=[CH:51][CH:52]=[CH:53][CH:54]=2)[CH2:49]1, predict the reaction product. The product is: [CH2:49]1[C:50]2[C:55](=[CH:54][CH:53]=[CH:52][CH:51]=2)[CH2:56][CH2:57][N:48]1[CH2:47][CH:46]([OH:58])[CH2:45][NH:44][C:10](=[O:12])[C:9]1[CH:13]=[CH:14][CH:15]=[C:7]([C:4]2[CH:3]=[CH:2][N:1]=[CH:6][CH:5]=2)[CH:8]=1. (2) Given the reactants [OH:1][C@H:2]1[CH2:6][N:5]([C:7]([O:9][C:10]([CH3:13])([CH3:12])[CH3:11])=[O:8])[C@H:4]([C:14](=[O:33])[NH:15][CH2:16][C:17]2[CH:22]=[C:21]([C:23]3[CH:24]=[N:25][C:26]([C:29]([F:32])([F:31])[F:30])=[CH:27][CH:28]=3)[N:20]=[CH:19][N:18]=2)[CH2:3]1.CC(OI1(OC(C)=O)(OC(C)=O)OC(=O)C2C=CC=CC1=2)=O, predict the reaction product. The product is: [O:1]=[C:2]1[CH2:6][N:5]([C:7]([O:9][C:10]([CH3:13])([CH3:11])[CH3:12])=[O:8])[C@H:4]([C:14](=[O:33])[NH:15][CH2:16][C:17]2[CH:22]=[C:21]([C:23]3[CH:24]=[N:25][C:26]([C:29]([F:32])([F:31])[F:30])=[CH:27][CH:28]=3)[N:20]=[CH:19][N:18]=2)[CH2:3]1. (3) Given the reactants [Li+].[OH-].C([O:5][C:6]([C:8]1[NH:9][C:10]([C:13]2[CH:18]=[CH:17][CH:16]=[CH:15][CH:14]=2)=[CH:11][CH:12]=1)=[O:7])C.O.Cl, predict the reaction product. The product is: [C:13]1([C:10]2[NH:9][C:8]([C:6]([OH:7])=[O:5])=[CH:12][CH:11]=2)[CH:14]=[CH:15][CH:16]=[CH:17][CH:18]=1.